Dataset: Rat liver microsome stability data. Task: Regression/Classification. Given a drug SMILES string, predict its absorption, distribution, metabolism, or excretion properties. Task type varies by dataset: regression for continuous measurements (e.g., permeability, clearance, half-life) or binary classification for categorical outcomes (e.g., BBB penetration, CYP inhibition). Dataset: rlm. (1) The result is 1 (stable in rat liver microsomes). The compound is Cc1cc(C(NC(=O)COc2ccccc2)c2cccc([N+](=O)[O-])c2)c(O)c2ncccc12. (2) The compound is CC(C)CC(C)NC(=O)c1noc(-c2cccnc2O)n1. The result is 0 (unstable in rat liver microsomes). (3) The molecule is Cn1c(C(=O)c2ccc(Cl)cc2)cnc1SCCCN1CCCCC1. The result is 1 (stable in rat liver microsomes). (4) The compound is COc1cccc(NC(=O)c2cc(-c3ccc(C)c(C)c3)nc3ccccc23)c1. The result is 1 (stable in rat liver microsomes). (5) The compound is CN1CCN(c2ncnc3c2oc2ccc(Cl)cc23)CC1. The result is 1 (stable in rat liver microsomes).